This data is from Reaction yield outcomes from USPTO patents with 853,638 reactions. The task is: Predict the reaction yield, written as a fraction of the theoretical maximum amount of product (1.0 means a 100% yield; for example, 0.34 means a 34% yield). (1) The reactants are [F:1][C:2]1([F:15])[CH2:7][CH2:6][CH:5]([CH2:8][CH2:9][C:10]([O:12]CC)=O)[CH2:4][CH2:3]1.[O-]CC.[Na+].[C:21]([O:23][CH2:24][CH3:25])(=[O:22])[C:21]([O:23][CH2:24][CH3:25])=[O:22].S(=O)(=O)(O)O.[Cl-].[Na+]. The catalyst is C(O)C.O. The product is [F:15][C:2]1([F:1])[CH2:3][CH2:4][CH:5]([CH2:8][CH2:9][C:10](=[O:12])[C:21]([O:23][CH2:24][CH3:25])=[O:22])[CH2:6][CH2:7]1. The yield is 0.390. (2) The product is [CH3:1][C:2]1[C:6]([CH2:7][N:8]2[CH:12]=[C:11]([N:13]3[C:17](=[O:18])[CH2:16][N:15]([CH2:22][C:23]4[CH:24]=[C:25]([CH:35]=[CH:36][CH:37]=4)[CH2:26][NH:27][C:28](=[O:34])[O:29][C:30]([CH3:33])([CH3:31])[CH3:32])[C:14]3=[O:19])[CH:10]=[N:9]2)=[C:5]([CH3:20])[O:4][N:3]=1. The catalyst is C1COCC1.C(OCC)(=O)C. The yield is 0.900. The reactants are [CH3:1][C:2]1[C:6]([CH2:7][N:8]2[CH:12]=[C:11]([N:13]3[C:17](=[O:18])[CH2:16][NH:15][C:14]3=[O:19])[CH:10]=[N:9]2)=[C:5]([CH3:20])[O:4][N:3]=1.O[CH2:22][C:23]1[CH:24]=[C:25]([CH:35]=[CH:36][CH:37]=1)[CH2:26][NH:27][C:28](=[O:34])[O:29][C:30]([CH3:33])([CH3:32])[CH3:31].N(C(OCC)=O)=NC(OCC)=O.